Dataset: Full USPTO retrosynthesis dataset with 1.9M reactions from patents (1976-2016). Task: Predict the reactants needed to synthesize the given product. Given the product [F:16][C:17]([F:22])([F:21])[CH2:18][CH2:19][NH:20][C:4](=[O:6])[C:3]1[CH:7]=[C:8]([N+:13]([O-:15])=[O:14])[C:9]([NH:11][CH3:12])=[CH:10][C:2]=1[Cl:1], predict the reactants needed to synthesize it. The reactants are: [Cl:1][C:2]1[CH:10]=[C:9]([NH:11][CH3:12])[C:8]([N+:13]([O-:15])=[O:14])=[CH:7][C:3]=1[C:4]([OH:6])=O.[F:16][C:17]([F:22])([F:21])[CH2:18][CH2:19][NH2:20].CN(C(ON1N=NC2C=CC=CC1=2)=[N+](C)C)C.[B-](F)(F)(F)F.CCN(C(C)C)C(C)C.